This data is from Catalyst prediction with 721,799 reactions and 888 catalyst types from USPTO. The task is: Predict which catalyst facilitates the given reaction. (1) Reactant: [H-].[Na+].Cl.[NH2:4][C:5]([NH2:7])=[NH:6].Cl[C:9]1[C:18]2[C:13](=[CH:14][CH:15]=[C:16]([S:19]([N:22]([CH2:33][CH2:34][O:35][CH:36]3[CH2:41][CH2:40][CH2:39][CH2:38][O:37]3)[C:23]3([C:28]([O:30][CH2:31][CH3:32])=[O:29])[CH2:27][CH2:26][CH2:25][CH2:24]3)(=[O:21])=[O:20])[CH:17]=2)[C:12]([Cl:42])=[CH:11][N:10]=1.O. Product: [NH3:4].[Cl:42][C:12]1[C:13]2[C:18](=[CH:17][C:16]([S:19]([N:22]([CH2:33][CH2:34][O:35][CH:36]3[CH2:41][CH2:40][CH2:39][CH2:38][O:37]3)[C:23]3([C:28]([O:30][CH2:31][CH3:32])=[O:29])[CH2:24][CH2:25][CH2:26][CH2:27]3)(=[O:20])=[O:21])=[CH:15][CH:14]=2)[C:9]([NH:6][C:5]([NH2:7])=[NH:4])=[N:10][CH:11]=1. The catalyst class is: 16. (2) Reactant: I[C:2]1[C:10]2[C:5](=[CH:6][CH:7]=[CH:8][C:9]=2[N+:11]([O-])=O)[N:4]([CH2:14][C:15]2[C:16](=[O:22])[N:17]([CH3:21])[CH:18]=[CH:19][CH:20]=2)[N:3]=1.[NH4+].[Cl-]. Product: [NH2:11][C:9]1[CH:8]=[CH:7][CH:6]=[C:5]2[C:10]=1[CH:2]=[N:3][N:4]2[CH2:14][C:15]1[C:16](=[O:22])[N:17]([CH3:21])[CH:18]=[CH:19][CH:20]=1. The catalyst class is: 284. (3) Reactant: Cl.[CH3:2][C:3]([CH:9]1[CH2:14][CH2:13][NH:12][CH2:11][CH2:10]1)([CH3:8])[C:4]([O:6][CH3:7])=[O:5].[OH-].[Na+].[C:17](O[C:17]([O:19][C:20]([CH3:23])([CH3:22])[CH3:21])=[O:18])([O:19][C:20]([CH3:23])([CH3:22])[CH3:21])=[O:18].Cl. Product: [CH3:7][O:6][C:4]([C:3]([CH:9]1[CH2:10][CH2:11][N:12]([C:17]([O:19][C:20]([CH3:23])([CH3:22])[CH3:21])=[O:18])[CH2:13][CH2:14]1)([CH3:2])[CH3:8])=[O:5]. The catalyst class is: 12.